Task: Predict which catalyst facilitates the given reaction.. Dataset: Catalyst prediction with 721,799 reactions and 888 catalyst types from USPTO (1) Reactant: [CH3:1][N:2]1[CH2:15][CH2:14][C:5]2[NH:6][C:7]3[CH:8]=[CH:9][C:10]([CH3:13])=[CH:11][C:12]=3[C:4]=2[CH2:3]1.[OH-].[K+].Br[CH2:19][CH2:20][C:21]1[CH:26]=[CH:25][C:24]([O:27][CH2:28][CH3:29])=[CH:23][CH:22]=1. Product: [CH2:28]([O:27][C:24]1[CH:25]=[CH:26][C:21]([CH2:20][CH2:19][N:6]2[C:7]3[CH:8]=[CH:9][C:10]([CH3:13])=[CH:11][C:12]=3[C:4]3[CH2:3][N:2]([CH3:1])[CH2:15][CH2:14][C:5]2=3)=[CH:22][CH:23]=1)[CH3:29]. The catalyst class is: 264. (2) Reactant: [C:1](OC(O[C:1]([CH3:4])([CH3:3])[CH3:2])N(C)C)([CH3:4])([CH3:3])[CH3:2].[CH2:15]([O:22][C:23]1[CH:24]=[C:25]([C:29]2[CH2:33][C:32]([CH2:37][C:38]([OH:40])=[O:39])([C:34]([OH:36])=[O:35])[O:31][N:30]=2)[CH:26]=[CH:27][CH:28]=1)[C:16]1[CH:21]=[CH:20][CH:19]=[CH:18][CH:17]=1. Product: [CH2:15]([O:22][C:23]1[CH:24]=[C:25]([C:29]2[CH2:33][C:32]([CH2:37][C:38]([O:40][C:1]([CH3:4])([CH3:3])[CH3:2])=[O:39])([C:34]([O:36][C:1]([CH3:4])([CH3:3])[CH3:2])=[O:35])[O:31][N:30]=2)[CH:26]=[CH:27][CH:28]=1)[C:16]1[CH:17]=[CH:18][CH:19]=[CH:20][CH:21]=1. The catalyst class is: 11. (3) Reactant: Cl.Cl[CH2:3][N:4]1[CH:8]=[C:7]2[CH2:9][CH2:10][C:11]([CH3:13])([CH3:12])[C:6]2=[N:5]1.[F:14][C:15]([F:24])([F:23])[CH2:16][CH2:17][CH:18]([C:21]#[N:22])[C:19]#[N:20].C(=O)([O-])[O-].[K+].[K+].O. Product: [CH3:12][C:11]1([CH3:13])[C:6]2=[N:5][N:4]([CH2:3][C:18]([CH2:17][CH2:16][C:15]([F:14])([F:23])[F:24])([C:19]#[N:20])[C:21]#[N:22])[CH:8]=[C:7]2[CH2:9][CH2:10]1. The catalyst class is: 9. (4) Product: [Br:12][C:10]1[CH:11]=[C:2]([NH:1][C@H:15]2[CH2:16][CH2:17][C@H:18]([NH:21][C:22]([O:23][C:24]([CH3:27])([CH3:26])[CH3:25])=[O:28])[CH2:19][CH2:20]2)[C:3]([CH3:13])=[C:4]([CH:9]=1)[C:5]([O:7][CH3:8])=[O:6]. The catalyst class is: 5. Reactant: [NH2:1][C:2]1[C:3]([CH3:13])=[C:4]([CH:9]=[C:10]([Br:12])[CH:11]=1)[C:5]([O:7][CH3:8])=[O:6].O=[C:15]1[CH2:20][CH2:19][CH:18]([NH:21][C:22](=[O:28])[O:23][C:24]([CH3:27])([CH3:26])[CH3:25])[CH2:17][CH2:16]1.C(O)(=O)C.C([BH3-])#N.[Na+]. (5) Reactant: [F:1][C:2]1[CH:3]=[C:4]([CH:19]=[C:20]([F:33])[C:21]=1[O:22][Si:23]([CH:30]([CH3:32])[CH3:31])([CH:27]([CH3:29])[CH3:28])[CH:24]([CH3:26])[CH3:25])[CH2:5][CH:6]([CH2:17][OH:18])[CH2:7][CH2:8][C:9]1[CH:16]=[CH:15][C:12]([C:13]#[N:14])=[CH:11][CH:10]=1.[Cr](Cl)([O-])(=O)=O.[NH+]1C=CC=CC=1. Product: [F:1][C:2]1[CH:3]=[C:4]([CH:19]=[C:20]([F:33])[C:21]=1[O:22][Si:23]([CH:24]([CH3:26])[CH3:25])([CH:27]([CH3:29])[CH3:28])[CH:30]([CH3:31])[CH3:32])[CH2:5][CH:6]([CH:17]=[O:18])[CH2:7][CH2:8][C:9]1[CH:10]=[CH:11][C:12]([C:13]#[N:14])=[CH:15][CH:16]=1. The catalyst class is: 4. (6) Reactant: [N:1]1([CH2:6][C:7]2[CH:12]=[CH:11][C:10]([NH:13][C:14]3[N:22]=[C:21]4[C:17]([NH:18][C:19](=[O:31])[N:20]4[C:23]4[CH:28]=[CH:27][CH:26]=[CH:25][C:24]=4[O:29][CH3:30])=[C:16]([C:32]([O:34]CC)=O)[N:15]=3)=[CH:9][CH:8]=2)[CH:5]=[CH:4][N:3]=[CH:2]1.[NH2:37]C1C(C(OCC)=O)=NC(NC2C=CC(CO)=CC=2)=NC=1NC1C=CC=CC=1OC. Product: [N:1]1([CH2:6][C:7]2[CH:12]=[CH:11][C:10]([NH:13][C:14]3[N:22]=[C:21]4[C:17]([NH:18][C:19](=[O:31])[N:20]4[C:23]4[CH:28]=[CH:27][CH:26]=[CH:25][C:24]=4[O:29][CH3:30])=[C:16]([C:32]([NH2:37])=[O:34])[N:15]=3)=[CH:9][CH:8]=2)[CH:5]=[CH:4][N:3]=[CH:2]1. The catalyst class is: 4. (7) Reactant: [NH2:1][C:2]1[N:7]=[C:6]([OH:8])[C:5]([CH2:9][C:10]2[CH:32]=[CH:31][C:13]([O:14][CH2:15][CH2:16][O:17][CH2:18][CH2:19][C:20]([P:23](=[O:30])([O:27][CH2:28][CH3:29])[O:24][CH2:25][CH3:26])([F:22])[F:21])=[CH:12][C:11]=2[O:33][CH3:34])=[C:4]([CH3:35])[N:3]=1.N12CCN(CC1)CC2.[CH3:44][C:45]1[CH:50]=[C:49]([CH3:51])[CH:48]=[C:47]([CH3:52])[C:46]=1[S:53](Cl)(=[O:55])=[O:54]. Product: [CH3:44][C:45]1[CH:50]=[C:49]([CH3:51])[CH:48]=[C:47]([CH3:52])[C:46]=1[S:53]([O:8][C:6]1[C:5]([CH2:9][C:10]2[CH:32]=[CH:31][C:13]([O:14][CH2:15][CH2:16][O:17][CH2:18][CH2:19][C:20]([P:23]([O:24][CH2:25][CH3:26])([O:27][CH2:28][CH3:29])=[O:30])([F:21])[F:22])=[CH:12][C:11]=2[O:33][CH3:34])=[C:4]([CH3:35])[N:3]=[C:2]([NH2:1])[N:7]=1)(=[O:54])=[O:55]. The catalyst class is: 1.